This data is from Forward reaction prediction with 1.9M reactions from USPTO patents (1976-2016). The task is: Predict the product of the given reaction. (1) Given the reactants Cl[C:2]1[C:7]([N+:8]([O-:10])=[O:9])=[CH:6][N:5]=[C:4]2[CH:11]=[CH:12][S:13][C:3]=12.Cl.[CH2:15]([O:17][C:18](=[O:27])[CH2:19][C@H:20]1[CH2:25][CH2:24][C@H:23]([NH2:26])[CH2:22][CH2:21]1)[CH3:16].C(N(CC)CC)C, predict the reaction product. The product is: [N+:8]([C:7]1[C:2]([NH:26][C@H:23]2[CH2:22][CH2:21][C@H:20]([CH2:19][C:18]([O:17][CH2:15][CH3:16])=[O:27])[CH2:25][CH2:24]2)=[C:3]2[S:13][CH:12]=[CH:11][C:4]2=[N:5][CH:6]=1)([O-:10])=[O:9]. (2) The product is: [NH2:12][C:6]1[CH:5]=[C:4]([CH:9]=[CH:8][C:7]=1[NH:10][CH3:11])[C:3]([NH:2][CH3:1])=[O:15]. Given the reactants [CH3:1][NH:2][C:3](=[O:15])[C:4]1[CH:9]=[CH:8][C:7]([NH:10][CH3:11])=[C:6]([N+:12]([O-])=O)[CH:5]=1, predict the reaction product.